Dataset: Forward reaction prediction with 1.9M reactions from USPTO patents (1976-2016). Task: Predict the product of the given reaction. (1) Given the reactants [F:1][C:2]1[CH:7]=[CH:6][CH:5]=[CH:4][C:3]=1[CH2:8][O:9][C:10]1[CH:15]=[CH:14][C:13]([C@@H:16]2[N:20]([C:21]([O:23][C:24]([CH3:27])([CH3:26])[CH3:25])=[O:22])[C@H:19]([C:28]([O:30][CH3:31])=[O:29])[CH2:18][CH2:17]2)=[CH:12][CH:11]=1.[Li+].C[Si]([N-][Si](C)(C)C)(C)C.Br[CH2:43][C:44]#[N:45], predict the reaction product. The product is: [C:44]([CH2:43][C@@:19]1([C:28]([O:30][CH3:31])=[O:29])[CH2:18][CH2:17][C@H:16]([C:13]2[CH:12]=[CH:11][C:10]([O:9][CH2:8][C:3]3[CH:4]=[CH:5][CH:6]=[CH:7][C:2]=3[F:1])=[CH:15][CH:14]=2)[N:20]1[C:21]([O:23][C:24]([CH3:26])([CH3:27])[CH3:25])=[O:22])#[N:45]. (2) Given the reactants [Br:1][C:2]1[CH:14]=[CH:13][C:5]([O:6][CH2:7][C:8]2[S:9][CH:10]=[CH:11][N:12]=2)=[CH:4][C:3]=1[N+:15]([O-])=O.[NH4+].[Cl-], predict the reaction product. The product is: [Br:1][C:2]1[CH:14]=[CH:13][C:5]([O:6][CH2:7][C:8]2[S:9][CH:10]=[CH:11][N:12]=2)=[CH:4][C:3]=1[NH2:15]. (3) Given the reactants S(=O)(=O)(O)O.[OH:6][C:7]1[CH:15]=[CH:14][C:10]([C:11]([OH:13])=[O:12])=[CH:9][C:8]=1[N+:16]([O-:18])=[O:17].[CH3:19][CH:20](O)[CH3:21], predict the reaction product. The product is: [OH:6][C:7]1[CH:15]=[CH:14][C:10]([C:11]([O:13][CH:20]([CH3:21])[CH3:19])=[O:12])=[CH:9][C:8]=1[N+:16]([O-:18])=[O:17]. (4) Given the reactants [Cl:1][C:2]1[CH:10]=[CH:9][C:8]([C:11]2[CH:15]=[C:14]([CH:16]3[CH2:18][CH2:17]3)[NH:13][N:12]=2)=[CH:7][C:3]=1[C:4]([OH:6])=O.[NH2:19][CH2:20][C:21]1([OH:28])[CH2:27][CH2:26][CH2:25][CH2:24][CH2:23][CH2:22]1.C(N1C=CN=C1)(N1C=CN=C1)=O.CN(C1C=CC=CN=1)C.ON1C2C=CC=CC=2N=N1.C(=O)([O-])[O-], predict the reaction product. The product is: [Cl:1][C:2]1[CH:10]=[CH:9][C:8]([C:11]2[CH:15]=[C:14]([CH:16]3[CH2:18][CH2:17]3)[NH:13][N:12]=2)=[CH:7][C:3]=1[C:4]([NH:19][CH2:20][C:21]1([OH:28])[CH2:27][CH2:26][CH2:25][CH2:24][CH2:23][CH2:22]1)=[O:6]. (5) Given the reactants C[O:2][C:3]([C:5]1[S:9][C:8]([N:10]2[CH2:15][CH2:14][N:13]([S:16]([C:19]3[CH:24]=[CH:23][C:22]([C:25](=[O:27])[CH3:26])=[CH:21][CH:20]=3)(=[O:18])=[O:17])[CH2:12][CH2:11]2)=[N:7][CH:6]=1)=O.Cl.[NH2:29][OH:30].C[O-].[Na+].CO.Cl, predict the reaction product. The product is: [OH:30][NH:29][C:3]([C:5]1[S:9][C:8]([N:10]2[CH2:15][CH2:14][N:13]([S:16]([C:19]3[CH:20]=[CH:21][C:22]([C:25](=[O:27])[CH3:26])=[CH:23][CH:24]=3)(=[O:18])=[O:17])[CH2:12][CH2:11]2)=[N:7][CH:6]=1)=[O:2]. (6) Given the reactants [CH3:1][Mg+].[Br-].[O:4]=[C:5]1[CH2:10][CH2:9][CH:8]([CH2:11][C:12]([OH:14])=[O:13])[CH2:7][CH2:6]1, predict the reaction product. The product is: [OH:4][C:5]1([CH3:1])[CH2:10][CH2:9][CH:8]([CH2:11][C:12]([OH:14])=[O:13])[CH2:7][CH2:6]1. (7) Given the reactants [CH3:1][O:2][C:3](=[O:31])[C@@H:4]1[CH2:8][CH:7]([N:9]=[N+]=[N-])[CH2:6][N:5]1[C:12](=[O:30])[CH2:13][CH2:14][C:15]1[CH:20]=[CH:19][C:18]([CH2:21][NH:22][C:23]([O:25][C:26]([CH3:29])([CH3:28])[CH3:27])=[O:24])=[CH:17][CH:16]=1, predict the reaction product. The product is: [NH2:9][CH:7]1[CH2:6][N:5]([C:12](=[O:30])[CH2:13][CH2:14][C:15]2[CH:16]=[CH:17][C:18]([CH2:21][NH:22][C:23]([O:25][C:26]([CH3:29])([CH3:27])[CH3:28])=[O:24])=[CH:19][CH:20]=2)[CH:4]([C:3]([O:2][CH3:1])=[O:31])[CH2:8]1.